Dataset: Forward reaction prediction with 1.9M reactions from USPTO patents (1976-2016). Task: Predict the product of the given reaction. (1) The product is: [CH2:1]([C:8]1[C:13]([I:22])=[CH:12][CH:11]=[C:10]([N:14]2[CH2:18][C@@H:17]([O:19][CH3:20])[C@H:16]([OH:21])[CH2:15]2)[N:9]=1)[C:2]1[CH:3]=[CH:4][CH:5]=[CH:6][CH:7]=1. Given the reactants [CH2:1]([C:8]1[CH:13]=[CH:12][CH:11]=[C:10]([N:14]2[CH2:18][C@@H:17]([O:19][CH3:20])[C@H:16]([OH:21])[CH2:15]2)[N:9]=1)[C:2]1[CH:7]=[CH:6][CH:5]=[CH:4][CH:3]=1.[I:22]N1C(=O)CCC1=O.S([O-])([O-])=O.[Na+].[Na+], predict the reaction product. (2) Given the reactants [CH3:1][O:2][C:3]1[N:8]=[C:7]([N:9]2[CH2:14][CH2:13][N:12]([C:15]([O:17][C:18]([CH3:21])([CH3:20])[CH3:19])=[O:16])[CH2:11][CH2:10]2)[CH:6]=[CH:5][C:4]=1[C:22]([O:24]C)=[O:23].[OH-].[Na+], predict the reaction product. The product is: [C:18]([O:17][C:15]([N:12]1[CH2:11][CH2:10][N:9]([C:7]2[CH:6]=[CH:5][C:4]([C:22]([OH:24])=[O:23])=[C:3]([O:2][CH3:1])[N:8]=2)[CH2:14][CH2:13]1)=[O:16])([CH3:21])([CH3:20])[CH3:19]. (3) Given the reactants C([O:8][C:9]1[CH:18]=[CH:17][C:16]2[N:15]([S:19]([C:22]3[CH:27]=[CH:26][C:25]([Cl:28])=[CH:24][CH:23]=3)(=[O:21])=[O:20])[CH:14]([CH3:29])[C:13]3[CH:30]=[N:31][NH:32][C:12]=3[C:11]=2[CH:10]=1)C1C=CC=CC=1.ClC1C=CC(S(N2C3C=C(O)C=CC=3C3NN=CC=3C2C)(=O)=O)=CC=1, predict the reaction product. The product is: [Cl:28][C:25]1[CH:24]=[CH:23][C:22]([S:19]([N:15]2[C:16]3[CH:17]=[CH:18][C:9]([OH:8])=[CH:10][C:11]=3[C:12]3=[N:32][NH:31][CH:30]=[C:13]3[CH:14]2[CH3:29])(=[O:20])=[O:21])=[CH:27][CH:26]=1. (4) The product is: [Br:1][C:2]1[C:3]([CH3:12])=[C:4]([CH:8]=[C:9]([C:18]2[CH:17]=[N:16][C:15]([S:14][CH3:13])=[N:20][CH:19]=2)[CH:10]=1)[C:5]([O:7][CH3:30])=[O:6]. Given the reactants [Br:1][C:2]1[C:3]([CH3:12])=[C:4]([CH:8]=[C:9](I)[CH:10]=1)[C:5]([O-:7])=[O:6].[CH3:13][S:14][C:15]1[N:20]=[CH:19][C:18](B2OC(C)(C)C(C)(C)O2)=[CH:17][N:16]=1.[C:30](=O)(O)[O-].[Na+], predict the reaction product. (5) Given the reactants [C:1]([C:3]1[C:4]([CH:13]([CH3:15])[CH3:14])=[C:5]2[N:10]([CH:11]=1)[N:9]=[CH:8][NH:7][C:6]2=[O:12])#[N:2].C(=O)([O-])[O-].[K+].[K+].Cl.[NH2:23]O.[C:25](Cl)(=[O:27])[CH3:26], predict the reaction product. The product is: [CH3:14][CH:13]([C:4]1[C:3]([C:1]2[N:23]=[C:25]([CH3:26])[O:27][N:2]=2)=[CH:11][N:10]2[C:5]=1[C:6]([OH:12])=[N:7][CH:8]=[N:9]2)[CH3:15].